From a dataset of Forward reaction prediction with 1.9M reactions from USPTO patents (1976-2016). Predict the product of the given reaction. (1) Given the reactants C[O:2][C:3](=[O:31])[C:4]1[CH:9]=[C:8]([C:10]2[N:15]=[C:14]3[N:16]([CH2:19][C:20]4[CH:21]=[C:22]5[C:27](=[CH:28][CH:29]=4)[N:26]=[CH:25][CH:24]=[CH:23]5)[N:17]=[N:18][C:13]3=[CH:12][CH:11]=2)[CH:7]=[CH:6][C:5]=1[F:30].[OH-].[Li+].C1COCC1.Cl, predict the reaction product. The product is: [F:30][C:5]1[CH:6]=[CH:7][C:8]([C:10]2[N:15]=[C:14]3[N:16]([CH2:19][C:20]4[CH:21]=[C:22]5[C:27](=[CH:28][CH:29]=4)[N:26]=[CH:25][CH:24]=[CH:23]5)[N:17]=[N:18][C:13]3=[CH:12][CH:11]=2)=[CH:9][C:4]=1[C:3]([OH:31])=[O:2]. (2) Given the reactants C(OC(=O)[NH:7][C:8]1[CH:13]=[CH:12][C:11]([C:14]2[CH:19]=[CH:18][CH:17]=[CH:16][C:15]=2[F:20])=[CH:10][C:9]=1[NH:21][C:22](=[O:38])[CH2:23][C:24](=O)[C:25]1[CH:30]=[CH:29][CH:28]=[C:27]([C:31]2[CH:36]=[CH:35][CH:34]=[CH:33][N:32]=2)[CH:26]=1)(C)(C)C.C(O)(C(F)(F)F)=O, predict the reaction product. The product is: [F:20][C:15]1[CH:16]=[CH:17][CH:18]=[CH:19][C:14]=1[C:11]1[CH:12]=[CH:13][C:8]2[N:7]=[C:24]([C:25]3[CH:30]=[CH:29][CH:28]=[C:27]([C:31]4[CH:36]=[CH:35][CH:34]=[CH:33][N:32]=4)[CH:26]=3)[CH2:23][C:22](=[O:38])[NH:21][C:9]=2[CH:10]=1. (3) Given the reactants [CH:1]([CH:3]1[CH2:10][CH2:9][CH2:8][CH2:7]N[C:4]1=[O:5])=C.C([O:16][CH:17]([CH2:23]C)CCCCC)(=O)C(C)=C.[C:25]([O:30][CH2:31][CH2:32][O:33][C:34](=[O:39])[CH2:35][C:36]([CH3:38])=[O:37])(=[O:29])[C:26]([CH3:28])=[CH2:27].CC(=[O:44])CC, predict the reaction product. The product is: [CH3:23][CH2:17][O:16][C:7]1[CH:1]=[C:3]([CH:4]([OH:5])[C:25]([OH:30])=[O:29])[CH:10]=[CH:9][C:8]=1[OH:44].[CH3:28][C:26]([C:25]([O:30][CH2:31][CH2:32][O:33][C:34]([CH2:35][C:36]([CH3:38])=[O:37])=[O:39])=[O:29])=[CH2:27]. (4) Given the reactants [Cl:1][C:2]1[CH:7]=[CH:6][C:5]([N:8]2[C:13](=[O:14])[C:12]3[CH:15]=[N:16][N:17]([C:18]4[CH:19]=[C:20]([NH:24][S:25]([CH3:28])(=[O:27])=[O:26])[CH:21]=[CH:22][CH:23]=4)[C:11]=3[N:10]=[C:9]2[C:29]2[CH:34]=[CH:33][C:32](B3OC(C)(C)C(C)(C)O3)=[CH:31][CH:30]=2)=[CH:4][CH:3]=1.[NH2:44][C:45]1[CH:46]=[CH:47][C:48](Br)=[N:49][CH:50]=1.C(=O)([O-])[O-].[Cs+].[Cs+], predict the reaction product. The product is: [NH2:44][C:45]1[CH:46]=[CH:47][C:48]([C:32]2[CH:31]=[CH:30][C:29]([C:9]3[N:8]([C:5]4[CH:6]=[CH:7][C:2]([Cl:1])=[CH:3][CH:4]=4)[C:13](=[O:14])[C:12]4[CH:15]=[N:16][N:17]([C:18]5[CH:19]=[C:20]([NH:24][S:25]([CH3:28])(=[O:26])=[O:27])[CH:21]=[CH:22][CH:23]=5)[C:11]=4[N:10]=3)=[CH:34][CH:33]=2)=[N:49][CH:50]=1. (5) Given the reactants [CH3:1][O:2][C:3](=[O:15])[CH2:4][C@H:5]1[C:9]2[CH:10]=[CH:11][C:12]([OH:14])=[CH:13][C:8]=2[O:7][CH2:6]1.[CH3:16][C:17]1[C:22]([CH3:23])=[C:21]([O:24][CH2:25][CH2:26][CH2:27][S:28]([CH3:31])(=[O:30])=[O:29])[C:20]([CH3:32])=[C:19]([CH3:33])[C:18]=1[C:34]1[CH:39]=[CH:38][CH:37]=[C:36]([CH2:40]O)[CH:35]=1.C(P(CCCC)CCCC)CCC.N(C(N1CCCCC1)=O)=NC(N1CCCCC1)=O, predict the reaction product. The product is: [CH3:1][O:2][C:3](=[O:15])[CH2:4][C@H:5]1[C:9]2[CH:10]=[CH:11][C:12]([O:14][CH2:40][C:36]3[CH:35]=[C:34]([C:18]4[C:17]([CH3:16])=[C:22]([CH3:23])[C:21]([O:24][CH2:25][CH2:26][CH2:27][S:28]([CH3:31])(=[O:29])=[O:30])=[C:20]([CH3:32])[C:19]=4[CH3:33])[CH:39]=[CH:38][CH:37]=3)=[CH:13][C:8]=2[O:7][CH2:6]1. (6) Given the reactants F[C:2]1[CH:3]=[CH:4][C:5]([N+:13]([O-:15])=[O:14])=[C:6]([CH2:8][C:9]([O:11][CH3:12])=[O:10])[CH:7]=1.[CH:16]1[C:21]([NH2:22])=[CH:20][CH:19]=[C:18]([OH:23])[CH:17]=1.OS(O)(=O)=O.C([O-])([O-])=O.[K+].[K+].C1OCCOCCOCCOCCOCCOC1, predict the reaction product. The product is: [NH2:22][C:21]1[CH:16]=[CH:17][C:18]([O:23][C:2]2[CH:3]=[CH:4][C:5]([N+:13]([O-:15])=[O:14])=[C:6]([CH2:8][C:9]([O:11][CH3:12])=[O:10])[CH:7]=2)=[CH:19][CH:20]=1. (7) The product is: [C:1](=[O:25])([O:3][CH:4]1[C:13]2[CH:12]=[C:11]3[O:14][CH:15]([CH2:17][C:18]4[CH:19]=[CH:20][CH:21]=[CH:22][CH:23]=4)[O:16][C:10]3=[CH:9][C:8]=2[N:7]([C:32](=[O:34])[CH3:33])[CH:6]([CH3:24])[CH2:5]1)[NH2:2]. Given the reactants [C:1](=[O:25])([O:3][CH:4]1[C:13]2[CH:12]=[C:11]3[O:14][CH:15]([CH2:17][C:18]4[CH:23]=[CH:22][CH:21]=[CH:20][CH:19]=4)[O:16][C:10]3=[CH:9][C:8]=2[NH:7][CH:6]([CH3:24])[CH2:5]1)[NH2:2].N1C=CC=CC=1.[C:32](Cl)(=[O:34])[CH3:33].Cl, predict the reaction product. (8) Given the reactants [C@H:1]12[CH2:7][C@H:4]([CH:5]=[CH:6]1)[CH2:3][C@@H:2]2[C:8]([OH:10])=[O:9].C([O-])([O-])=O.[Na+].[Na+].[I:17]I.[O-]S([O-])(=S)=O.[Na+].[Na+], predict the reaction product. The product is: [I:17][C@@H:5]1[C@H:6]2[O:9][C:8](=[O:10])[C@H:2]3[CH2:3][C@@H:4]1[CH2:7][C@@H:1]23. (9) Given the reactants [C:1]([SiH2:5][O:6][C:7]([CH3:31])([CH3:30])[CH:8]1[O:13][C:12]2=[CH:14][S:15][C:16]([CH:17]=[CH:18][C:19]3[CH:24]=[CH:23][C:22]([N:25]([CH2:28][CH3:29])[CH2:26][CH3:27])=[CH:21][CH:20]=3)=[C:11]2[O:10][CH2:9]1)([CH3:4])([CH3:3])[CH3:2].[Li]CCCC.CN(C)[CH:39]=[O:40], predict the reaction product. The product is: [C:1]([SiH2:5][O:6][C:7]([CH3:30])([CH3:31])[CH:8]1[CH2:9][O:10][C:11]2=[C:16]([CH:17]=[CH:18][C:19]3[CH:20]=[CH:21][C:22]([N:25]([CH2:28][CH3:29])[CH2:26][CH3:27])=[CH:23][CH:24]=3)[S:15][C:14]([CH:39]=[O:40])=[C:12]2[O:13]1)([CH3:3])([CH3:2])[CH3:4].